From a dataset of Reaction yield outcomes from USPTO patents with 853,638 reactions. Predict the reaction yield, written as a fraction of the theoretical maximum amount of product (1.0 means a 100% yield; for example, 0.34 means a 34% yield). (1) The reactants are Br[C:2]1[C:22]([O:23][CH3:24])=[CH:21][C:5]2[N:6]([CH3:20])[C:7](=[O:19])[CH2:8][N:9]=[C:10]([C:11]3[CH:12]=[C:13]([CH:16]=[CH:17][CH:18]=3)[C:14]#[N:15])[C:4]=2[CH:3]=1.C1(B(O)O)C=CC=CC=1.[O:34]1[CH:38]=[CH:37][CH:36]=[C:35]1B(O)O. No catalyst specified. The product is [O:34]1[CH:38]=[CH:37][CH:36]=[C:35]1[C:2]1[C:22]([O:23][CH3:24])=[CH:21][C:5]2[N:6]([CH3:20])[C:7](=[O:19])[CH2:8][N:9]=[C:10]([C:11]3[CH:12]=[C:13]([CH:16]=[CH:17][CH:18]=3)[C:14]#[N:15])[C:4]=2[CH:3]=1. The yield is 0.410. (2) The reactants are [OH-].[K+].Br[CH2:4][CH2:5][CH2:6]Br.[Br:8][C:9]1[CH:14]=[CH:13][C:12]([CH2:15][C:16]#[N:17])=[CH:11][CH:10]=1.CCCCCCC. The catalyst is [Br-].C([N+](CCCC)(CCCC)CCCC)CCC.C1(C)C=CC=CC=1.O. The product is [Br:8][C:9]1[CH:14]=[CH:13][C:12]([C:15]2([C:16]#[N:17])[CH2:6][CH2:5][CH2:4]2)=[CH:11][CH:10]=1. The yield is 0.560. (3) The reactants are [CH2:1]([C:3]1[N:7]([C:8]2[N:16]=[C:15]3[C:11]([N:12]=[C:13]([CH:18]=O)[N:14]3[CH3:17])=[C:10]([N:20]3[CH2:25][CH2:24][O:23][CH2:22][CH2:21]3)[N:9]=2)[C:6]2[CH:26]=[CH:27][CH:28]=[CH:29][C:5]=2[N:4]=1)[CH3:2].[CH3:30][N:31]([CH:38]1[CH2:41][O:40][CH2:39]1)[CH:32]1[CH2:37][CH2:36][NH:35][CH2:34][CH2:33]1.C(O[BH-](OC(=O)C)OC(=O)C)(=O)C.[Na+]. The catalyst is ClCCCl. The product is [CH2:1]([C:3]1[N:7]([C:8]2[N:16]=[C:15]3[C:11]([N:12]=[C:13]([CH2:18][N:35]4[CH2:36][CH2:37][CH:32]([N:31]([CH3:30])[CH:38]5[CH2:39][O:40][CH2:41]5)[CH2:33][CH2:34]4)[N:14]3[CH3:17])=[C:10]([N:20]3[CH2:25][CH2:24][O:23][CH2:22][CH2:21]3)[N:9]=2)[C:6]2[CH:26]=[CH:27][CH:28]=[CH:29][C:5]=2[N:4]=1)[CH3:2]. The yield is 0.370.